From a dataset of Reaction yield outcomes from USPTO patents with 853,638 reactions. Predict the reaction yield, written as a fraction of the theoretical maximum amount of product (1.0 means a 100% yield; for example, 0.34 means a 34% yield). (1) The reactants are [Cl:1][C:2]1[S:3][C:4]([S:8](Cl)(=[O:10])=[O:9])=[C:5]([CH3:7])[N:6]=1.[OH-].[NH4+:13]. No catalyst specified. The product is [Cl:1][C:2]1[S:3][C:4]([S:8]([NH2:13])(=[O:10])=[O:9])=[C:5]([CH3:7])[N:6]=1. The yield is 0.810. (2) The reactants are [CH2:1]([O:8][C:9]([N:11]1[CH2:16][CH2:15][CH:14]([C:17]2[NH:18][C:19]([CH:22]3[CH2:26][CH2:25][CH2:24][N:23]3[C:27]([O:29][C:30]([CH3:33])([CH3:32])[CH3:31])=[O:28])=[N:20][CH:21]=2)[CH2:13][CH2:12]1)=[O:10])[C:2]1[CH:7]=[CH:6][CH:5]=[CH:4][CH:3]=1.[H-].[Na+].[CH3:36][Si:37]([CH2:40][CH2:41][O:42][CH2:43]Cl)([CH3:39])[CH3:38]. The catalyst is CN(C=O)C.[NH4+].[Cl-].CCOC(C)=O. The product is [CH2:1]([O:8][C:9]([N:11]1[CH2:12][CH2:13][CH:14]([C:17]2[N:18]([CH2:43][O:42][CH2:41][CH2:40][Si:37]([CH3:39])([CH3:38])[CH3:36])[C:19]([CH:22]3[CH2:26][CH2:25][CH2:24][N:23]3[C:27]([O:29][C:30]([CH3:33])([CH3:32])[CH3:31])=[O:28])=[N:20][CH:21]=2)[CH2:15][CH2:16]1)=[O:10])[C:2]1[CH:3]=[CH:4][CH:5]=[CH:6][CH:7]=1. The yield is 0.320. (3) The reactants are C([O:3][C:4](=[O:41])[CH2:5][CH2:6][NH:7][C:8](=[O:40])[C:9]1[CH:14]=[C:13]([Cl:15])[C:12]([O:16][C:17]2[C:22]([C:23]([N:25]3[C:34]4[C:29](=[CH:30][CH:31]=[CH:32][CH:33]=4)[N:28]([CH:35]4[CH2:37][CH2:36]4)[CH2:27][CH2:26]3)=[O:24])=[CH:21][N:20]=[C:19]([CH3:38])[CH:18]=2)=[CH:11][C:10]=1[Cl:39])C.O.O.[OH-].[Li+].Cl. The catalyst is O1CCOCC1.C(OCC)(=O)C. The product is [Cl:39][C:10]1[CH:11]=[C:12]([O:16][C:17]2[C:22]([C:23]([N:25]3[C:34]4[C:29](=[CH:30][CH:31]=[CH:32][CH:33]=4)[N:28]([CH:35]4[CH2:37][CH2:36]4)[CH2:27][CH2:26]3)=[O:24])=[CH:21][N:20]=[C:19]([CH3:38])[CH:18]=2)[C:13]([Cl:15])=[CH:14][C:9]=1[C:8]([NH:7][CH2:6][CH2:5][C:4]([OH:41])=[O:3])=[O:40]. The yield is 1.00.